From a dataset of Reaction yield outcomes from USPTO patents with 853,638 reactions. Predict the reaction yield, written as a fraction of the theoretical maximum amount of product (1.0 means a 100% yield; for example, 0.34 means a 34% yield). (1) The reactants are [Cl:1][C:2]1[CH:7]=[CH:6][CH:5]=[CH:4][C:3]=1[NH:8][C:9](=O)[CH2:10][C:11]#[N:12].[C:14](OC(=O)C)(=O)C.C(OC(OCC)OCC)C.[OH2:31].[NH2:32][NH2:33]. The catalyst is C1COCC1.C(Cl)Cl.C(Cl)(Cl)Cl. The product is [Cl:1][C:2]1[CH:7]=[CH:6][CH:5]=[CH:4][C:3]=1[NH:8][C:9]([C:10]1[CH:14]=[N:32][NH:33][C:11]=1[NH2:12])=[O:31]. The yield is 0.380. (2) The reactants are [CH3:1][O:2][CH2:3][CH2:4][N:5]1[CH2:15][CH:14]2[CH2:16][CH:7]([C:8]3[C:13]2=[CH:12][C:11]([N+:17]([O-])=O)=[CH:10][CH:9]=3)[CH2:6]1.[H][H]. The catalyst is CCO.C(Cl)Cl.[Pd]. The product is [CH3:1][O:2][CH2:3][CH2:4][N:5]1[CH2:15][CH:14]2[CH2:16][CH:7]([C:8]3[C:13]2=[CH:12][C:11]([NH2:17])=[CH:10][CH:9]=3)[CH2:6]1. The yield is 0.850. (3) The reactants are [Br:1][C:2]1[CH:10]=[C:9]2[C:5]([CH:6]=[CH:7][NH:8]2)=[CH:4][CH:3]=1.[H-].[Na+].I[CH3:14]. The catalyst is C1COCC1. The product is [Br:1][C:2]1[CH:10]=[C:9]2[C:5]([CH:6]=[CH:7][N:8]2[CH3:14])=[CH:4][CH:3]=1. The yield is 0.910. (4) The reactants are Cl[CH2:2][C:3]1[CH:8]=[CH:7][C:6]([Cl:9])=[C:5]([Cl:10])[CH:4]=1.[OH:11][C:12]1[CH:19]=[CH:18][C:15]([CH:16]=[O:17])=[CH:14][C:13]=1[CH3:20].C([O-])([O-])=O.[K+].[K+]. The catalyst is CN(C=O)C. The product is [Cl:10][C:5]1[CH:4]=[C:3]([CH:8]=[CH:7][C:6]=1[Cl:9])[CH2:2][O:11][C:12]1[CH:19]=[CH:18][C:15]([CH:16]=[O:17])=[CH:14][C:13]=1[CH3:20]. The yield is 1.00.